Dataset: Full USPTO retrosynthesis dataset with 1.9M reactions from patents (1976-2016). Task: Predict the reactants needed to synthesize the given product. (1) Given the product [C:1]([C:5]1[O:9][N:8]=[C:7]([NH:10][C:11]([NH:13][C:14]2[CH:19]=[CH:18][CH:17]=[C:16]([O:20][C:21]3[C:30]4[C:25](=[CH:26][C:27]([O:33][CH2:34][CH2:35][N:40]5[CH2:41][CH2:42][N:37]([CH2:43][CH2:44][OH:45])[CH2:38][CH2:39]5)=[C:28]([O:31][CH3:32])[CH:29]=4)[N:24]=[CH:23][N:22]=3)[CH:15]=2)=[O:12])[CH:6]=1)([CH3:4])([CH3:3])[CH3:2], predict the reactants needed to synthesize it. The reactants are: [C:1]([C:5]1[O:9][N:8]=[C:7]([NH:10][C:11]([NH:13][C:14]2[CH:19]=[CH:18][CH:17]=[C:16]([O:20][C:21]3[C:30]4[C:25](=[CH:26][C:27]([O:33][CH2:34][CH2:35]Cl)=[C:28]([O:31][CH3:32])[CH:29]=4)[N:24]=[CH:23][N:22]=3)[CH:15]=2)=[O:12])[CH:6]=1)([CH3:4])([CH3:3])[CH3:2].[N:37]1([CH2:43][CH2:44][OH:45])[CH2:42][CH2:41][NH:40][CH2:39][CH2:38]1. (2) Given the product [ClH:1].[NH:2]1[CH2:8][CH:7]=[CH:6][CH2:5][C:4]2([C:16]3[C:11](=[CH:12][CH:13]=[CH:14][CH:15]=3)[NH:10][C:9]2=[O:17])[CH2:3]1, predict the reactants needed to synthesize it. The reactants are: [ClH:1].[NH:2]1[CH2:8][CH:7]=[CH:6][CH2:5][C@:4]2([C:16]3[C:11](=[CH:12][CH:13]=[CH:14][CH:15]=3)[NH:10][C:9]2=[O:17])[CH2:3]1.Cl. (3) Given the product [CH2:15]([O:17][C:18]1[C:19]([OH:26])=[C:20]([C:21]2[NH:1][N:2]=[C:3]([C:4]3[CH:5]=[N:6][CH:7]=[CH:8][C:9]=3[C:10]([F:11])([F:12])[F:13])[N:14]=2)[CH:23]=[CH:24][CH:25]=1)[CH3:16], predict the reactants needed to synthesize it. The reactants are: [NH2:1][NH:2][C:3](=[NH:14])[C:4]1[C:9]([C:10]([F:13])([F:12])[F:11])=[CH:8][CH:7]=[N:6][CH:5]=1.[CH2:15]([O:17][C:18]1[C:19]([OH:26])=[C:20]([CH:23]=[CH:24][CH:25]=1)[CH:21]=O)[CH3:16].